From a dataset of Catalyst prediction with 721,799 reactions and 888 catalyst types from USPTO. Predict which catalyst facilitates the given reaction. (1) Reactant: [O:1]([C:8]1[CH:13]=[CH:12][C:11]([C:14]2[C:19]3[C:20]([NH2:23])=[N:21][NH:22][C:18]=3[C:17]([CH2:24][CH:25]3[CH2:29][CH2:28][CH2:27][NH:26]3)=[CH:16][N:15]=2)=[CH:10][CH:9]=1)[C:2]1[CH:7]=[CH:6][CH:5]=[CH:4][CH:3]=1.C(N1C=CN=C1)(N1C=CN=C1)=O.[C:42]([CH2:44][C:45](O)=[O:46])#[N:43]. Product: [NH2:23][C:20]1[C:19]2[C:14]([C:11]3[CH:10]=[CH:9][C:8]([O:1][C:2]4[CH:7]=[CH:6][CH:5]=[CH:4][CH:3]=4)=[CH:13][CH:12]=3)=[N:15][CH:16]=[C:17]([CH2:24][CH:25]3[CH2:29][CH2:28][CH2:27][N:26]3[C:45](=[O:46])[CH2:44][C:42]#[N:43])[C:18]=2[NH:22][N:21]=1. The catalyst class is: 4. (2) Reactant: [N+:1]([C:4]1[CH:16]=[CH:15][C:7]2[S:8][C:9]([C:11]([O:13]C)=[O:12])=[CH:10][C:6]=2[CH:5]=1)([O-:3])=[O:2].Cl. Product: [N+:1]([C:4]1[CH:16]=[CH:15][C:7]2[S:8][C:9]([C:11]([OH:13])=[O:12])=[CH:10][C:6]=2[CH:5]=1)([O-:3])=[O:2]. The catalyst class is: 273. (3) Reactant: [NH2:1][C:2]1[CH:7]=[CH:6][CH:5]=[CH:4][CH:3]=1.[N:8]#[C:9][NH2:10].[N+:11]([O-:14])([OH:13])=[O:12]. Product: [N+:11]([O-:14])([O-:13])=[O:12].[C:2]1([NH:1][C:9]([NH2:10])=[NH2+:8])[CH:7]=[CH:6][CH:5]=[CH:4][CH:3]=1. The catalyst class is: 8. (4) Reactant: C(OC([N:8]1[CH2:13][CH2:12][N:11]([CH2:14][C:15]2[N:16]([CH2:31][CH3:32])[C:17]3[C:22]([N:23]=2)=[C:21]([N:24]2[CH2:29][CH2:28][O:27][CH2:26][CH2:25]2)[N:20]=[C:19]([Cl:30])[N:18]=3)[CH2:10][C@@H:9]1[CH:33]([CH3:35])[CH3:34])=O)(C)(C)C.C(O)(C(F)(F)F)=O. Product: [Cl:30][C:19]1[N:18]=[C:17]2[C:22]([N:23]=[C:15]([CH2:14][N:11]3[CH2:12][CH2:13][NH:8][C@@H:9]([CH:33]([CH3:35])[CH3:34])[CH2:10]3)[N:16]2[CH2:31][CH3:32])=[C:21]([N:24]2[CH2:29][CH2:28][O:27][CH2:26][CH2:25]2)[N:20]=1. The catalyst class is: 2.